Dataset: Reaction yield outcomes from USPTO patents with 853,638 reactions. Task: Predict the reaction yield, written as a fraction of the theoretical maximum amount of product (1.0 means a 100% yield; for example, 0.34 means a 34% yield). The reactants are [CH2:1]([O:3][C:4]([C:6]1[CH:7]=[N:8][C:9]2[C:14]([C:15]=1[Cl:16])=[CH:13][CH:12]=C[C:10]=2[O:17][CH3:18])=[O:5])[CH3:2].S(Cl)([Cl:22])(=O)=O.[CH:24]([Cl:27])(Cl)Cl. No catalyst specified. The product is [CH2:1]([O:3][C:4]([C:6]1[CH:7]=[N:8][C:9]2[C:14]([C:15]=1[Cl:16])=[C:13]([Cl:22])[CH:12]=[C:24]([Cl:27])[C:10]=2[O:17][CH3:18])=[O:5])[CH3:2]. The yield is 0.290.